Dataset: Full USPTO retrosynthesis dataset with 1.9M reactions from patents (1976-2016). Task: Predict the reactants needed to synthesize the given product. (1) Given the product [CH3:12][O:11][C:3]1[C:2]([Br:1])=[CH:10][C:6]2[CH2:7][CH2:8][S:24](=[O:27])(=[O:25])[C:5]=2[CH:4]=1, predict the reactants needed to synthesize it. The reactants are: [Br:1][C:2]1[C:3]([O:11][CH3:12])=[CH:4][C:5]2S[CH2:8][CH2:7][C:6]=2[CH:10]=1.ClC1C=C(C(OO)=O)C=CC=1.[S:24](=S)(=[O:27])([O-])[O-:25].[Na+].[Na+]. (2) Given the product [CH3:1][C:2]1([CH3:19])[CH2:7][O:6][CH:5]([CH2:8][O:9][C:10]2[CH:15]=[CH:14][N:13]=[C:12]([CH2:16][S:32][C:33]3[NH:37][C:36]4[CH:38]=[CH:39][CH:40]=[CH:41][C:35]=4[N:34]=3)[C:11]=2[CH3:18])[O:4][CH2:3]1, predict the reactants needed to synthesize it. The reactants are: [CH3:1][C:2]1([CH3:19])[CH2:7][O:6][CH:5]([CH2:8][O:9][C:10]2[CH:15]=[CH:14][N:13]=[C:12]([CH2:16]O)[C:11]=2[CH3:18])[O:4][CH2:3]1.C(N(CC)CC)C.CS(Cl)(=O)=O.[SH:32][C:33]1[NH:34][C:35]2[CH:41]=[CH:40][CH:39]=[CH:38][C:36]=2[N:37]=1. (3) Given the product [C:80]([O:79][P:61]([O:63][CH2:64][C:65]([NH:73][C:20]([C:19]1[CH:23]=[CH:24][C:16]([S:15][C:12]2[CH:13]=[CH:14][C:9]([NH:8][C:6](=[O:7])[O:5][C:1]([CH3:2])([CH3:4])[CH3:3])=[CH:10][CH:11]=2)=[C:17]([NH:25][C:26]2[C:27]3[CH:35]=[CH:34][C:33]([CH:36]([CH3:37])[CH3:38])=[N:32][C:28]=3[N:29]=[CH:30][N:31]=2)[CH:18]=1)=[O:21])([C:67]1[CH:68]=[CH:69][CH:70]=[CH:71][CH:72]=1)[CH3:66])([O:74][C:75]([CH3:78])([CH3:76])[CH3:77])=[O:62])([CH3:81])([CH3:82])[CH3:83], predict the reactants needed to synthesize it. The reactants are: [C:1]([O:5][C:6]([NH:8][C:9]1[CH:14]=[CH:13][C:12]([S:15][C:16]2[CH:24]=[CH:23][C:19]([C:20](O)=[O:21])=[CH:18][C:17]=2[NH:25][C:26]2[C:27]3[CH:35]=[CH:34][C:33]([CH:36]([CH3:38])[CH3:37])=[N:32][C:28]=3[N:29]=[CH:30][N:31]=2)=[CH:11][CH:10]=1)=[O:7])([CH3:4])([CH3:3])[CH3:2].F[B-](F)(F)F.N1(OC(N(C)C)=[N+](C)C)C2C=CC=CC=2N=N1.[P:61]([O:79][C:80]([CH3:83])([CH3:82])[CH3:81])([O:74][C:75]([CH3:78])([CH3:77])[CH3:76])([O:63][CH2:64][C:65]([NH2:73])([C:67]1[CH:72]=[CH:71][CH:70]=[CH:69][CH:68]=1)[CH3:66])=[O:62].C(N(CC)C(C)C)(C)C. (4) Given the product [CH:19]1[C:18]2[C:17]3([CH2:15][NH:14][CH2:13][CH2:12][NH:11][C:2]4[CH:3]=[CH:4][C:5]5[C:10](=[CH:9][CH:8]=[CH:7][CH:6]=5)[N:1]=4)[CH2:31][CH:24]([C:25]4[C:30]3=[CH:29][CH:28]=[CH:27][CH:26]=4)[C:23]=2[CH:22]=[CH:21][CH:20]=1, predict the reactants needed to synthesize it. The reactants are: [N:1]1[C:10]2[C:5](=[CH:6][CH:7]=[CH:8][CH:9]=2)[CH:4]=[CH:3][C:2]=1[NH:11][CH2:12][CH2:13][NH2:14].[CH:15]([C:17]12[CH2:31][CH:24]([C:25]3[CH:26]=[CH:27][CH:28]=[CH:29][C:30]=31)[C:23]1[C:18]2=[CH:19][CH:20]=[CH:21][CH:22]=1)=O. (5) Given the product [CH2:38]([O:37][C:35](=[O:36])[C:34]([OH:40])=[CH:32][C:31]([C:15]1[CH:16]=[C:17]([CH:28]([CH3:30])[CH3:29])[C:18]([O:20][CH2:21][C:22]2[CH:23]=[CH:24][CH:25]=[CH:26][CH:27]=2)=[CH:19][C:14]=1[O:13][CH2:6][C:7]1[CH:8]=[CH:9][CH:10]=[CH:11][CH:12]=1)=[O:33])[CH3:39], predict the reactants needed to synthesize it. The reactants are: [Na].[O-]CC.[Na+].[CH2:6]([O:13][C:14]1[CH:19]=[C:18]([O:20][CH2:21][C:22]2[CH:27]=[CH:26][CH:25]=[CH:24][CH:23]=2)[C:17]([CH:28]([CH3:30])[CH3:29])=[CH:16][C:15]=1[C:31](=[O:33])[CH3:32])[C:7]1[CH:12]=[CH:11][CH:10]=[CH:9][CH:8]=1.[C:34](OCC)(=[O:40])[C:35]([O:37][CH2:38][CH3:39])=[O:36]. (6) Given the product [F:1][C:2]([F:25])([F:26])[C:3]1[CH:20]=[C:19]([C:21]([F:24])([F:23])[F:22])[CH:18]=[CH:17][C:4]=1[CH2:5][O:6][C:7]1[CH:14]=[CH:13][C:10](/[CH:11]=[C:29]2\[NH:30][C:31](=[O:41])[N:32]([C:33]([C:35]3[CH:40]=[CH:39][CH:38]=[CH:37][CH:36]=3)=[O:34])[C:28]\2=[NH:27])=[CH:9][C:8]=1[O:15][CH3:16], predict the reactants needed to synthesize it. The reactants are: [F:1][C:2]([F:26])([F:25])[C:3]1[CH:20]=[C:19]([C:21]([F:24])([F:23])[F:22])[CH:18]=[CH:17][C:4]=1[CH2:5][O:6][C:7]1[CH:14]=[CH:13][C:10]([CH:11]=O)=[CH:9][C:8]=1[O:15][CH3:16].[NH:27]=[C:28]1[N:32]([C:33]([C:35]2[CH:40]=[CH:39][CH:38]=[CH:37][CH:36]=2)=[O:34])[C:31](=[O:41])[NH:30][CH2:29]1.N1CCCCC1. (7) Given the product [Cl:41][C:24]1[C:25]([NH:27][C:28]2[CH:33]=[CH:32][C:31]([O:34][CH3:35])=[CH:30][C:29]=2[N:36]2[CH:40]=[CH:39][CH:38]=[N:37]2)=[N:26][C:21]([NH:1][C:2]2[C:3]([O:18][CH3:19])=[CH:4][C:5]3[CH2:11][N:10]([CH2:12][CH3:13])[CH2:9][C:8](=[O:14])[N:7]([CH2:15][CH3:16])[C:6]=3[CH:17]=2)=[N:22][CH:23]=1, predict the reactants needed to synthesize it. The reactants are: [NH2:1][C:2]1[C:3]([O:18][CH3:19])=[CH:4][C:5]2[CH2:11][N:10]([CH2:12][CH3:13])[CH2:9][C:8](=[O:14])[N:7]([CH2:15][CH3:16])[C:6]=2[CH:17]=1.Cl[C:21]1[N:26]=[C:25]([NH:27][C:28]2[CH:33]=[CH:32][C:31]([O:34][CH3:35])=[CH:30][C:29]=2[N:36]2[CH:40]=[CH:39][CH:38]=[N:37]2)[C:24]([Cl:41])=[CH:23][N:22]=1.